From a dataset of Forward reaction prediction with 1.9M reactions from USPTO patents (1976-2016). Predict the product of the given reaction. (1) Given the reactants [CH:1]1([C:4]([C:6]2[CH:7]=[C:8]([CH:14]=[CH:15][CH:16]=2)[C:9]([O:11][CH2:12][CH3:13])=[O:10])=[O:5])[CH2:3][CH2:2]1.[BH4-].[Na+], predict the reaction product. The product is: [CH:1]1([CH:4]([OH:5])[C:6]2[CH:7]=[C:8]([CH:14]=[CH:15][CH:16]=2)[C:9]([O:11][CH2:12][CH3:13])=[O:10])[CH2:3][CH2:2]1. (2) Given the reactants [Br:1][C:2]1[CH:7]=[CH:6][C:5]([C:8]2([CH2:19][OH:20])[CH2:13][CH2:12][C:11](=[CH:14][C:15]([O:17][CH3:18])=[O:16])[CH2:10][CH2:9]2)=[CH:4][CH:3]=1.[H-].[Na+], predict the reaction product. The product is: [Br:1][C:2]1[CH:3]=[CH:4][C:5]([C:8]23[CH2:9][CH2:10][C:11]([CH2:14][C:15]([O:17][CH3:18])=[O:16])([CH2:12][CH2:13]2)[O:20][CH2:19]3)=[CH:6][CH:7]=1. (3) Given the reactants [CH2:1]([N:8]([CH2:13][CH2:14][C:15]#[N:16])[CH2:9][CH2:10][C:11]#[N:12])[C:2]1[CH:7]=[CH:6][CH:5]=[CH:4][CH:3]=1.[OH-].[Na+], predict the reaction product. The product is: [CH2:1]([N:8]([CH2:9][CH2:10][CH2:11][NH2:12])[CH2:13][CH2:14][CH2:15][NH2:16])[C:2]1[CH:7]=[CH:6][CH:5]=[CH:4][CH:3]=1. (4) Given the reactants [H-].[Na+].[CH2:3]([OH:7])[C:4]#[C:5][CH3:6].Cl[C:9]1[CH:14]=[C:13]([N:15]([CH3:24])[C:16]2[CH:21]=[CH:20][CH:19]=[C:18]([F:22])[C:17]=2[F:23])[N:12]=[CH:11][N:10]=1.[Cl-].[NH4+], predict the reaction product. The product is: [CH3:24][N:15]([C:13]1[CH:14]=[C:9]([O:7][CH2:3][C:4]#[C:5][CH3:6])[N:10]=[CH:11][N:12]=1)[C:16]1[CH:21]=[CH:20][CH:19]=[C:18]([F:22])[C:17]=1[F:23]. (5) Given the reactants [F:1][C:2]([F:24])([F:23])[C:3]1[CH:4]=[CH:5][C:6]([O:9][C:10]2[CH:11]=[C:12]3[C:17](=[CH:18][CH:19]=2)[N:16]=[C:15]([C:20]([OH:22])=O)[CH:14]=[CH:13]3)=[N:7][CH:8]=1.Cl.[F:26][C:27]1([F:32])[CH2:30][CH:29]([NH2:31])[CH2:28]1.N1(C(OC(C)(C)C)=O)CCNCC1, predict the reaction product. The product is: [F:26][C:27]1([F:32])[CH2:30][CH:29]([NH:31][C:20]([C:15]2[CH:14]=[CH:13][C:12]3[C:17](=[CH:18][CH:19]=[C:10]([O:9][C:6]4[CH:5]=[CH:4][C:3]([C:2]([F:24])([F:1])[F:23])=[CH:8][N:7]=4)[CH:11]=3)[N:16]=2)=[O:22])[CH2:28]1. (6) Given the reactants [Cl:1][C:2]1[NH:3][C:4]2[CH:10]=[CH:9][CH:8]=[CH:7][C:5]=2[N:6]=1.[CH3:11][CH:12]1[C:21]2[C:16](=[CH:17][CH:18]=[CH:19][CH:20]=2)[CH:15]([NH2:22])[CH2:14][CH2:13]1, predict the reaction product. The product is: [N:6]1[C:5]2[CH:7]=[CH:8][CH:9]=[CH:10][C:4]=2[NH:3][C:2]=1[NH:22][CH:15]1[C:16]2[C:21](=[CH:20][CH:19]=[CH:18][CH:17]=2)[CH:12]([CH3:11])[CH2:13][CH2:14]1.[ClH:1]. (7) Given the reactants [O:1]1[C:5]2[CH2:6][CH2:7][O:8][CH2:9][C:4]=2[C:3]([C:10]([OH:12])=O)=[N:2]1.[NH2:13][C@@H:14]([CH3:30])[CH2:15][N:16]1[CH:20]=[CH:19][C:18]([C:21]2[CH:28]=[CH:27][C:24]([C:25]#[N:26])=[C:23]([Cl:29])[CH:22]=2)=[N:17]1, predict the reaction product. The product is: [Cl:29][C:23]1[CH:22]=[C:21]([C:18]2[CH:19]=[CH:20][N:16]([CH2:15][C@@H:14]([NH:13][C:10]([C:3]3[C:4]4[CH2:9][O:8][CH2:7][CH2:6][C:5]=4[O:1][N:2]=3)=[O:12])[CH3:30])[N:17]=2)[CH:28]=[CH:27][C:24]=1[C:25]#[N:26]. (8) The product is: [CH3:22][O:23][C:24](=[O:35])[CH2:25][CH2:26][C:27]1[CH:32]=[CH:31][C:30]([O:8][CH2:7][CH2:6][C@@H:5]([O:4][C:3]2[CH:14]=[CH:15][C:16]([C:18]([F:21])([F:20])[F:19])=[CH:17][C:2]=2[Br:1])[CH3:13])=[CH:29][C:28]=1[CH3:34]. Given the reactants [Br:1][C:2]1[CH:17]=[C:16]([C:18]([F:21])([F:20])[F:19])[CH:15]=[CH:14][C:3]=1[O:4][C@@H:5]([CH3:13])[CH2:6][CH2:7][O:8]S(C)(=O)=O.[CH3:22][O:23][C:24](=[O:35])[CH2:25][CH2:26][C:27]1[CH:32]=[CH:31][C:30](O)=[CH:29][C:28]=1[CH3:34], predict the reaction product. (9) Given the reactants [C:1]([C:3]1[CH:4]=[N:5][N:6]2[C:11]([C:12]([F:15])([F:14])[F:13])=[CH:10][C:9]([C:16]3[CH:21]=[CH:20][C:19]([C:22]([F:25])([F:24])[F:23])=[CH:18][CH:17]=3)=[N:8][C:7]=12)#[CH:2].Br[C:27]1[CH:28]=[C:29]([S:33]([NH:36][C:37]([CH3:40])([CH3:39])[CH3:38])(=[O:35])=[O:34])[CH:30]=[CH:31][CH:32]=1, predict the reaction product. The product is: [C:37]([NH:36][S:33]([C:29]1[CH:30]=[CH:31][CH:32]=[C:27]([C:2]#[C:1][C:3]2[CH:4]=[N:5][N:6]3[C:11]([C:12]([F:14])([F:13])[F:15])=[CH:10][C:9]([C:16]4[CH:21]=[CH:20][C:19]([C:22]([F:25])([F:24])[F:23])=[CH:18][CH:17]=4)=[N:8][C:7]=23)[CH:28]=1)(=[O:35])=[O:34])([CH3:40])([CH3:38])[CH3:39].